The task is: Predict the product of the given reaction.. This data is from Forward reaction prediction with 1.9M reactions from USPTO patents (1976-2016). The product is: [C:20]1([C:20]2[CH:25]=[CH:24][CH:23]=[CH:22][CH:21]=2)[CH:25]=[CH:24][CH:23]=[C:22]([CH2:11][CH:2]([O:12][Si:13]([C:16]([CH3:19])([CH3:18])[CH3:17])([CH3:15])[CH3:14])[CH2:3][CH2:4][CH:5]2[NH:9][C:8](=[O:10])[CH2:7][CH2:6]2)[CH:21]=1. Given the reactants Br[C:2]([O:12][Si:13]([C:16]([CH3:19])([CH3:18])[CH3:17])([CH3:15])[CH3:14])([CH3:11])[CH2:3][CH2:4][CH:5]1[NH:9][C:8](=[O:10])[CH2:7][CH2:6]1.[C:20]1(B(O)O)[CH:25]=[CH:24][CH:23]=[CH:22][CH:21]=1.C([O-])([O-])=O.[Na+].[Na+], predict the reaction product.